From a dataset of Catalyst prediction with 721,799 reactions and 888 catalyst types from USPTO. Predict which catalyst facilitates the given reaction. (1) Reactant: [C:1]([C:5]1[CH:10]=[CH:9][C:8]([N:11]2[C:20](=[O:21])[C:19]3[C:14](=[CH:15][CH:16]=[C:17]([NH:22]C=O)[CH:18]=3)[C:13]([NH:25][C:26]3[NH:27][N:28]=[C:29]([CH3:31])[CH:30]=3)=[N:12]2)=[CH:7][CH:6]=1)([CH3:4])([CH3:3])[CH3:2]. Product: [NH2:22][C:17]1[CH:18]=[C:19]2[C:14]([C:13]([NH:25][C:26]3[NH:27][N:28]=[C:29]([CH3:31])[CH:30]=3)=[N:12][N:11]([C:8]3[CH:7]=[CH:6][C:5]([C:1]([CH3:4])([CH3:3])[CH3:2])=[CH:10][CH:9]=3)[C:20]2=[O:21])=[CH:15][CH:16]=1. The catalyst class is: 240. (2) Reactant: C([O:8][C:9]1[C:10]([O:20][CH3:21])=[CH:11][C:12]([N+:17]([O-])=O)=[C:13]([CH:16]=1)[C:14]#[N:15])C1C=CC=CC=1. Product: [NH2:17][C:12]1[CH:11]=[C:10]([O:20][CH3:21])[C:9]([OH:8])=[CH:16][C:13]=1[C:14]#[N:15]. The catalyst class is: 43. (3) Reactant: [CH3:1][N:2]1[C:7](=[O:8])[C:6]2=[C:9]([C:23]3[CH:28]=[CH:27][N:26]=[CH:25][CH:24]=3)[N:10]([CH2:12][C:13]3[C:22]4[C:17](=[CH:18][CH:19]=[CH:20][CH:21]=4)[CH:16]=[CH:15][CH:14]=3)[N:11]=[C:5]2[NH:4][C:3]1=[O:29].Br[CH2:31][C:32]1[C:33]([CH3:38])=[N:34][O:35][C:36]=1[CH3:37].C(=O)([O-])[O-].[K+].[K+]. Product: [CH3:38][C:33]1[C:32]([CH2:31][N:4]2[C:5]3=[N:11][N:10]([CH2:12][C:13]4[C:22]5[C:17](=[CH:18][CH:19]=[CH:20][CH:21]=5)[CH:16]=[CH:15][CH:14]=4)[C:9]([C:23]4[CH:24]=[CH:25][N:26]=[CH:27][CH:28]=4)=[C:6]3[C:7](=[O:8])[N:2]([CH3:1])[C:3]2=[O:29])=[C:36]([CH3:37])[O:35][N:34]=1. The catalyst class is: 3. (4) Reactant: [F:1][C:2]([F:24])([F:23])[O:3][C:4]1[CH:9]=[CH:8][C:7]([N:10]2[CH:14]=[N:13][C:12]([C:15]3[CH:22]=[CH:21][C:18]([CH:19]=O)=[CH:17][CH:16]=3)=[N:11]2)=[CH:6][CH:5]=1.[F:25][C:26]1[CH:31]=[CH:30][CH:29]=[C:28]([CH:32]([CH3:34])[CH3:33])[C:27]=1[NH:35][C:36]([NH:38][NH2:39])=[S:37]. Product: [F:25][C:26]1[CH:31]=[CH:30][CH:29]=[C:28]([CH:32]([CH3:33])[CH3:34])[C:27]=1[NH:35][C:36]([NH:38]/[N:39]=[CH:19]/[C:18]1[CH:21]=[CH:22][C:15]([C:12]2[N:13]=[CH:14][N:10]([C:7]3[CH:8]=[CH:9][C:4]([O:3][C:2]([F:24])([F:23])[F:1])=[CH:5][CH:6]=3)[N:11]=2)=[CH:16][CH:17]=1)=[S:37]. The catalyst class is: 5. (5) The catalyst class is: 40. Product: [OH:3][C:4]1[C:5]([C:18]([OH:20])=[O:19])=[N:6][C:7]2[C:12]([N:13]=1)=[CH:11][C:10]([S:14]([CH3:17])(=[O:16])=[O:15])=[CH:9][CH:8]=2. Reactant: [OH-].[K+].[OH:3][C:4]1[C:5]([C:18]([O:20]CC)=[O:19])=[N:6][C:7]2[C:12]([N:13]=1)=[CH:11][C:10]([S:14]([CH3:17])(=[O:16])=[O:15])=[CH:9][CH:8]=2. (6) Reactant: [Sn](Cl)Cl.[N+:4]([C:7]1[CH:12]=[CH:11][CH:10]=[C:9]([O:13][CH2:14][CH2:15][CH2:16][CH2:17][CH2:18][C:19]2[CH:24]=[CH:23][CH:22]=[CH:21][CH:20]=2)[CH:8]=1)([O-])=O.C(=O)(O)[O-].[Na+]. Product: [C:19]1([CH2:18][CH2:17][CH2:16][CH2:15][CH2:14][O:13][C:9]2[CH:8]=[C:7]([NH2:4])[CH:12]=[CH:11][CH:10]=2)[CH:24]=[CH:23][CH:22]=[CH:21][CH:20]=1. The catalyst class is: 8. (7) Reactant: C[Si]([N-][Si](C)(C)C)(C)C.[Na+].[CH2:11]1COCC1.[O:16]=[C:17]1[CH2:22][O:21][CH2:20][C@@H:19]([C:23]2[CH:28]=[CH:27][CH:26]=[CH:25][CH:24]=2)[N:18]1[C:29]([O:31][C:32]([CH3:35])([CH3:34])[CH3:33])=[O:30].IC. Product: [CH3:11][C@@H:22]1[O:21][CH2:20][C@@H:19]([C:23]2[CH:28]=[CH:27][CH:26]=[CH:25][CH:24]=2)[N:18]([C:29]([O:31][C:32]([CH3:35])([CH3:34])[CH3:33])=[O:30])[C:17]1=[O:16]. The catalyst class is: 57. (8) Reactant: [C:1]([O:5][C:6]([NH:8][C@H:9]([CH2:18][O:19][C:20]([O:22][C:23]([CH3:26])([CH3:25])[CH3:24])=[O:21])[CH2:10][C:11]([F:17])([F:16])[C:12]([O:14][CH3:15])=[O:13])=[O:7])([CH3:4])([CH3:3])[CH3:2].[CH3:27]I.[H-].[Na+]. Product: [C:1]([O:5][C:6]([N:8]([CH3:27])[C@H:9]([CH2:18][O:19][C:20]([O:22][C:23]([CH3:26])([CH3:25])[CH3:24])=[O:21])[CH2:10][C:11]([F:17])([F:16])[C:12]([O:14][CH3:15])=[O:13])=[O:7])([CH3:4])([CH3:3])[CH3:2]. The catalyst class is: 3. (9) Reactant: [CH2:1]([Zn:3][CH2:4][CH3:5])[CH3:2].[C:6]([OH:12])([C:8]([F:11])([F:10])[F:9])=[O:7].[I:13][CH2:14][I:15].[CH3:16][C:17]([Si:20]([C:45]1[CH:50]=[CH:49][CH:48]=[CH:47][CH:46]=1)([C:39]1[CH:44]=[CH:43][CH:42]=[CH:41][CH:40]=1)[O:21][CH2:22][C@@H:23]1[CH2:28][CH:27]=[CH:26][CH2:25][N:24]1[S:29]([C:32]1[CH:37]=[CH:36][C:35]([CH3:38])=[CH:34][CH:33]=1)(=[O:31])=[O:30])([CH3:19])[CH3:18]. Product: [CH2:1]([Zn:3][CH2:4][CH3:5])[CH3:2].[C:6]([OH:12])([C:8]([F:11])([F:10])[F:9])=[O:7].[I:13][CH2:14][I:15].[CH3:19][C:17]([Si:20]([C:39]1[CH:44]=[CH:43][CH:42]=[CH:41][CH:40]=1)([C:45]1[CH:50]=[CH:49][CH:48]=[CH:47][CH:46]=1)[O:21][CH2:22][C@@H:23]1[CH2:28][C@@H:27]2[C@@H:26]([CH2:1]2)[CH2:25][N:24]1[S:29]([C:32]1[CH:33]=[CH:34][C:35]([CH3:38])=[CH:36][CH:37]=1)(=[O:30])=[O:31])([CH3:16])[CH3:18]. The catalyst class is: 2. (10) Reactant: [CH:1]1([NH2:7])[CH2:6][CH2:5][CH2:4][CH2:3][CH2:2]1.C[Al](C)C.[Cl:12][C:13]1[CH:18]=[C:17]([Cl:19])[CH:16]=[CH:15][C:14]=1[N:20]1[C:24]([C:25]2[CH:30]=[CH:29][C:28]([O:31][CH2:32][CH2:33][C:34]([F:37])([F:36])[F:35])=[CH:27][CH:26]=2)=[C:23]([CH2:38][OH:39])[C:22]([C:40](OCC)=[O:41])=[N:21]1.Cl. Product: [CH:1]1([NH:7][C:40]([C:22]2[C:23]([CH2:38][OH:39])=[C:24]([C:25]3[CH:30]=[CH:29][C:28]([O:31][CH2:32][CH2:33][C:34]([F:37])([F:35])[F:36])=[CH:27][CH:26]=3)[N:20]([C:14]3[CH:15]=[CH:16][C:17]([Cl:19])=[CH:18][C:13]=3[Cl:12])[N:21]=2)=[O:41])[CH2:6][CH2:5][CH2:4][CH2:3][CH2:2]1. The catalyst class is: 260.